Dataset: Forward reaction prediction with 1.9M reactions from USPTO patents (1976-2016). Task: Predict the product of the given reaction. The product is: [CH:1]1([C:4]2[CH:5]=[N:6][C:7]([NH:14][C:15]3[CH:16]=[C:17]4[C:21](=[CH:22][CH:23]=3)[N:20]([CH2:24][CH3:25])[CH:19]=[C:18]4[C:26]3[CH:27]=[CH:28][CH:29]=[CH:30][CH:31]=3)=[C:8]([CH:13]=2)[C:9]([OH:11])=[O:10])[CH2:3][CH2:2]1. Given the reactants [CH:1]1([C:4]2[CH:5]=[N:6][C:7]([NH:14][C:15]3[CH:16]=[C:17]4[C:21](=[CH:22][CH:23]=3)[N:20]([CH2:24][CH3:25])[CH:19]=[C:18]4[C:26]3[CH:31]=[CH:30][CH:29]=[CH:28][CH:27]=3)=[C:8]([CH:13]=2)[C:9]([O:11]C)=[O:10])[CH2:3][CH2:2]1.[OH-].[Na+].O1CCCC1CO, predict the reaction product.